Dataset: Experimentally validated miRNA-target interactions with 360,000+ pairs, plus equal number of negative samples. Task: Binary Classification. Given a miRNA mature sequence and a target amino acid sequence, predict their likelihood of interaction. (1) The miRNA is mmu-miR-201-5p with sequence UACUCAGUAAGGCAUUGUUCUU. The protein sequence of the target gene is MLCGRWRRCRRPPEEPPVAAQVAAQVAAPVALPSPPTPSDGGTKRPGLRALKKMGLTEDEDVRAMLRGSRLRKIRSRTWHKERLYRLQEDGLSVWFQRRIPRAPSQHIFFVQHIEAVREGHQSEGLRRFGGAFAPARCLTIAFKGRRKNLDLAAPTAEEAQRWVRGLTKLRARLDAMSQRERLDHWIHSYLHRADSNQDSKMSFKEIKSLLRMVNVDMNDMYAYLLFKECDHSNNDRLEGAEIEEFLRRLLKRPELEEIFHQYSGEDRVLSAPELLEFLEDQGEEGATLARAQQLIQTYE.... Result: 0 (no interaction). (2) The miRNA is hsa-miR-6777-3p with sequence UCCACUCUCCUGGCCCCCAG. The protein sequence of the target gene is MHFSTVTRDMEAFAASSLSGLGSPSPGADPFGPREPPPPRYDPCAAVPGAPGPPPPRAYPFAPAPGAAGSSAAESEGPGASRAAAVKAPVKKNPKVASVSVQLEMKALWDEFNQLGTEMIVTKAGRRMFPTFQVKLFGMDPMADYMLLMDFVPVDDKRYRYAFHSSSWLVAGKADPATPGRVHYHPDSPAKGAQWMKQIVSFDKLKLTNNLLDDNGQIILNSMHRYQPRFHVVYVDPRKDSEKYAEENFKTFVFEETRFTAVTAYQNHRITQLKIASNPFAKGFRDCDPEDWPRNHRPGA.... Result: 0 (no interaction). (3) The miRNA is ath-miR157a-5p with sequence UUGACAGAAGAUAGAGAGCAC. The protein sequence of the target gene is MRCPKSAVTMRNEELLLSNGTANKMNGALDHSDQPDPDAIKMFVGQIPRSWSEKELKELFEPYGAVYQINVLRDRSQNPPQSKGCCFVTFYTRKAALEAQNALHNIKTLPGMHHPIQMKPADSEKSNAVEDRKLFIGMVSKKCNENDIRVMFSPFGQIEECRILRGPDGLSRGCAFVTFSTRAMAQNAIKAMHQSQTMEGCSSPIVVKFADTQKDKEQRRLQQQLAQQMQQLNTATWGNLTGLGGLTPQYLALLQQATSSSNLGAFSGIQQMAGMNALQLQNLATLAAAAAAAQTSATST.... Result: 0 (no interaction).